Dataset: Reaction yield outcomes from USPTO patents with 853,638 reactions. Task: Predict the reaction yield, written as a fraction of the theoretical maximum amount of product (1.0 means a 100% yield; for example, 0.34 means a 34% yield). (1) The reactants are [CH3:1][O:2][C:3](=[O:40])[CH2:4][C:5]1[CH:10]=[CH:9][CH:8]=[C:7]([CH2:11][N:12]([CH:25]2[CH2:29][CH2:28][N:27]([C:30]3[S:31][C:32]4[CH:38]=[C:37]([Cl:39])[CH:36]=[CH:35][C:33]=4[N:34]=3)[CH2:26]2)S(C2C=CC=CC=2[N+]([O-])=O)(=O)=O)[CH:6]=1.SCC(O)=O.C1CCN2C(=NCCC2)CC1.CN(C)C=O. The catalyst is O. The product is [CH3:1][O:2][C:3](=[O:40])[CH2:4][C:5]1[CH:10]=[CH:9][CH:8]=[C:7]([CH2:11][NH:12][CH:25]2[CH2:29][CH2:28][N:27]([C:30]3[S:31][C:32]4[CH:38]=[C:37]([Cl:39])[CH:36]=[CH:35][C:33]=4[N:34]=3)[CH2:26]2)[CH:6]=1. The yield is 0.710. (2) The product is [Si:12]([O:19][CH2:20][C@@H:21]1[CH:26]=[C:25]([C:27](=[O:31])[N:28]([CH3:29])[CH3:30])[C@H:24]([OH:32])[CH2:23][N:22]1[C:33]([O:35][C:36]([CH3:39])([CH3:38])[CH3:37])=[O:34])([C:15]([CH3:18])([CH3:17])[CH3:16])([CH3:14])[CH3:13]. The yield is 0.980. The catalyst is CO. The reactants are O.O.O.O.O.O.O.[Cl-].[Ce+3].[Cl-].[Cl-].[Si:12]([O:19][CH2:20][C@@H:21]1[CH:26]=[C:25]([C:27](=[O:31])[N:28]([CH3:30])[CH3:29])[C:24](=[O:32])[CH2:23][N:22]1[C:33]([O:35][C:36]([CH3:39])([CH3:38])[CH3:37])=[O:34])([C:15]([CH3:18])([CH3:17])[CH3:16])([CH3:14])[CH3:13].[BH4-].[Na+].